Dataset: Catalyst prediction with 721,799 reactions and 888 catalyst types from USPTO. Task: Predict which catalyst facilitates the given reaction. (1) Reactant: O=[C:2]1[CH2:7][CH2:6][N:5](C(OC(C)(C)C)=O)[CH2:4][CH2:3]1.[CH2:15]([O:22][C:23]1[CH:31]=[C:30]([F:32])[CH:29]=[C:28]2[C:24]=1[CH:25]=[CH:26][N:27]2[CH2:33][CH3:34])[C:16]1[CH:21]=[CH:20][CH:19]=[CH:18][CH:17]=1.FC(F)(F)C(O)=O. Product: [CH2:15]([O:22][C:23]1[CH:31]=[C:30]([F:32])[CH:29]=[C:28]2[C:24]=1[C:25]([C:2]1[CH2:3][CH2:4][NH:5][CH2:6][CH:7]=1)=[CH:26][N:27]2[CH2:33][CH3:34])[C:16]1[CH:17]=[CH:18][CH:19]=[CH:20][CH:21]=1. The catalyst class is: 15. (2) Reactant: [Cl:1][C:2]1[CH:7]=[CH:6][C:5]([C:8]2[C:12]([C:13]3[CH:18]=[CH:17][N:16]=[CH:15][N:14]=3)=[C:11]([CH:19]3[CH2:24][CH2:23][C:22](=[O:25])[CH2:21][CH2:20]3)[N:10](COCC[Si](C)(C)C)[N:9]=2)=[CH:4][CH:3]=1.CCC(C)[BH-](C(C)CC)C(C)CC.[Na+]. Product: [Cl:1][C:2]1[CH:7]=[CH:6][C:5]([C:8]2[C:12]([C:13]3[CH:18]=[CH:17][N:16]=[CH:15][N:14]=3)=[C:11]([C@H:19]3[CH2:24][CH2:23][C@H:22]([OH:25])[CH2:21][CH2:20]3)[NH:10][N:9]=2)=[CH:4][CH:3]=1. The catalyst class is: 2. (3) Reactant: NC1C=CNN=1.O/[CH:8]=[C:9]1\[C:10](=[O:18])[NH:11][C:12]2[C:17]\1=[CH:16][CH:15]=[CH:14][CH:13]=2.[Br:19][C:20]1[C:21]([NH2:31])=[N:22][NH:23][C:24]=1[C:25]1[CH:30]=[CH:29][CH:28]=[CH:27][CH:26]=1. Product: [Br:19][C:20]1[C:21]([NH:31][CH:8]=[C:9]2[C:17]3[C:12](=[CH:13][CH:14]=[CH:15][CH:16]=3)[NH:11][C:10]2=[O:18])=[N:22][NH:23][C:24]=1[C:25]1[CH:30]=[CH:29][CH:28]=[CH:27][CH:26]=1. The catalyst class is: 7. (4) Reactant: [Cl:1][C:2]1[CH:10]=[C:9]([S:11]([CH3:14])(=[O:13])=[O:12])[CH:8]=[CH:7][C:3]=1[C:4](O)=[O:5].C(OC(OC(C)(C)C)=O)(OC(C)(C)C)=O.C(=O)(O)[O-].[NH4+].[N:35]1C=CC=CC=1. Product: [Cl:1][C:2]1[CH:10]=[C:9]([S:11]([CH3:14])(=[O:13])=[O:12])[CH:8]=[CH:7][C:3]=1[C:4]([NH2:35])=[O:5]. The catalyst class is: 10. (5) Reactant: [NH2:1][CH2:2][C:3]([CH3:7])([CH3:6])[CH2:4][OH:5].[CH3:8][C:9]([CH3:29])([O:11][C:12]([NH:14][C@@H:15]([C:19](ON1C(=O)CCC1=O)=[O:20])[CH:16]([CH3:18])[CH3:17])=[O:13])[CH3:10].C(=O)([O-])[O-].[K+].[K+]. Product: [OH:5][CH2:4][C:3]([CH3:7])([CH3:6])[CH2:2][NH:1][C:19]([C@@H:15]([NH:14][C:12](=[O:13])[O:11][C:9]([CH3:8])([CH3:29])[CH3:10])[CH:16]([CH3:18])[CH3:17])=[O:20]. The catalyst class is: 10. (6) Reactant: [CH3:1][C:2]1([CH3:14])[C:6]([CH3:8])([CH3:7])[O:5][B:4]([C:9]2[CH:10]=[N:11][NH:12][CH:13]=2)[O:3]1.[H-].[Na+].[CH3:17][Si:18]([CH2:21][CH2:22][O:23][CH2:24]Cl)([CH3:20])[CH3:19]. Product: [CH3:1][C:2]1([CH3:14])[C:6]([CH3:7])([CH3:8])[O:5][B:4]([C:9]2[CH:13]=[N:12][N:11]([CH2:24][O:23][CH2:22][CH2:21][Si:18]([CH3:20])([CH3:19])[CH3:17])[CH:10]=2)[O:3]1. The catalyst class is: 39.